From a dataset of Full USPTO retrosynthesis dataset with 1.9M reactions from patents (1976-2016). Predict the reactants needed to synthesize the given product. (1) Given the product [CH3:23][C:17]1([CH3:24])[C:18](=[O:22])[C:19]([CH3:20])([CH3:21])[C:14]([NH:12][S:9]([C:3]2[CH:8]=[CH:7][CH:6]=[CH:5][CH:4]=2)(=[O:11])=[O:10])=[C:15]([C:26]([C:28]2[C:29]([CH3:37])=[N:30][C:31]([CH:34]([F:36])[F:35])=[CH:32][CH:33]=2)=[O:27])[C:16]1=[O:25], predict the reactants needed to synthesize it. The reactants are: [H-].[Na+].[C:3]1([S:9]([NH2:12])(=[O:11])=[O:10])[CH:8]=[CH:7][CH:6]=[CH:5][CH:4]=1.Cl[C:14]1[C:19]([CH3:21])([CH3:20])[C:18](=[O:22])[C:17]([CH3:24])([CH3:23])[C:16](=[O:25])[C:15]=1[C:26]([C:28]1[C:29]([CH3:37])=[N:30][C:31]([CH:34]([F:36])[F:35])=[CH:32][CH:33]=1)=[O:27]. (2) The reactants are: [C:1]([O:5][C:6](=[O:29])[NH:7][C@H:8]([C:10]1[N:19]([C:20]2[CH:25]=[CH:24][CH:23]=[C:22]([NH2:26])[CH:21]=2)[C:18](=[O:27])[C:17]2[C:12](=[CH:13][CH:14]=[CH:15][C:16]=2[Cl:28])[N:11]=1)[CH3:9])([CH3:4])([CH3:3])[CH3:2].C1N=C[N:32]([C:35](N2C=NC=C2)=[O:36])C=1.Cl.[O:43](N)[CH3:44]. Given the product [C:1]([O:5][C:6](=[O:29])[NH:7][C@H:8]([C:10]1[N:19]([C:20]2[CH:25]=[CH:24][CH:23]=[C:22]([NH:26][C:35]([NH:32][O:43][CH3:44])=[O:36])[CH:21]=2)[C:18](=[O:27])[C:17]2[C:12](=[CH:13][CH:14]=[CH:15][C:16]=2[Cl:28])[N:11]=1)[CH3:9])([CH3:2])([CH3:3])[CH3:4], predict the reactants needed to synthesize it. (3) Given the product [CH3:24][C:15]1[CH:14]=[CH:23][CH:22]=[C:17]([CH3:18])[C:16]=1[NH:53][C:66]([NH:1][C:2]1[CH:10]=[C:9]([F:11])[C:8]([F:12])=[CH:7][C:3]=1[C:4]([NH:44][C@H:45]([C:50]([OH:52])=[O:51])[CH2:46][CH:47]([CH3:48])[CH3:49])=[O:6])=[O:67], predict the reactants needed to synthesize it. The reactants are: [NH2:1][C:2]1[CH:10]=[C:9]([F:11])[C:8]([F:12])=[CH:7][C:3]=1[C:4]([OH:6])=O.N[C:14]1[C:15]([C:24](O)=O)=[CH:16][C:17]2[C:22]([CH:23]=1)=CC=C[CH:18]=2.C([NH:44][C@H:45]([C:50]([OH:52])=[O:51])[CH2:46][CH:47]([CH3:49])[CH3:48])(OCC1C2C(=CC=CC=2)C2C1=CC=CC=2)=O.[NH:53]([C:66](OCC1C2C(=CC=CC=2)C2C1=CC=CC=2)=[O:67])[C@H](C(O)=O)CC(=O)OC(C)(C)C. (4) The reactants are: [H-].[Na+].[O:3]([CH2:10][CH2:11][OH:12])[C:4]1[CH:9]=[CH:8][CH:7]=[CH:6][CH:5]=1.Cl[C:14]1[N:15]=[C:16]([OH:24])[C:17]2[CH:23]=[CH:22][N:21]=[CH:20][C:18]=2[N:19]=1.O. Given the product [O:3]([CH2:10][CH2:11][O:12][C:14]1[NH:15][C:16](=[O:24])[C:17]2[CH:23]=[CH:22][N:21]=[CH:20][C:18]=2[N:19]=1)[C:4]1[CH:9]=[CH:8][CH:7]=[CH:6][CH:5]=1, predict the reactants needed to synthesize it. (5) The reactants are: [C:1]([O:5][C:6]([NH:8][C:9]1[CH:28]=[N:27][CH:26]=[CH:25][C:10]=1[C:11]([NH:13][C:14]1[CH:19]=[C:18]([C:20]([F:23])([F:22])[F:21])[CH:17]=[CH:16][C:15]=1O)=[O:12])=[O:7])([CH3:4])([CH3:3])[CH3:2].O1CCCC1.C1(P(C2C=CC=CC=2)C2C=CC=CC=2)C=CC=CC=1.N(C(OCC)=O)=NC(OCC)=O. Given the product [C:1]([O:5][C:6]([NH:8][C:9]1[CH:28]=[N:27][CH:26]=[CH:25][C:10]=1[C:11]1[O:12][C:15]2[CH:16]=[CH:17][C:18]([C:20]([F:21])([F:23])[F:22])=[CH:19][C:14]=2[N:13]=1)=[O:7])([CH3:3])([CH3:2])[CH3:4], predict the reactants needed to synthesize it. (6) Given the product [Br:1][C:2]1[C:3]([N:34]2[CH2:35][CH2:36][C@@H:32]([N:24]([CH3:23])[C:25](=[O:31])[O:26][C:27]([CH3:28])([CH3:29])[CH3:30])[CH2:33]2)=[N:4][CH:5]=[C:6]([C:7](=[O:8])[NH:9][C:10]2[CH:15]=[CH:14][C:13]([O:16][C:17]([F:20])([F:19])[F:18])=[CH:12][CH:11]=2)[CH:21]=1, predict the reactants needed to synthesize it. The reactants are: [Br:1][C:2]1[C:3](Cl)=[N:4][CH:5]=[C:6]([CH:21]=1)[C:7]([NH:9][C:10]1[CH:15]=[CH:14][C:13]([O:16][C:17]([F:20])([F:19])[F:18])=[CH:12][CH:11]=1)=[O:8].[CH3:23][N:24]([C@@H:32]1[CH2:36][CH2:35][NH:34][CH2:33]1)[C:25](=[O:31])[O:26][C:27]([CH3:30])([CH3:29])[CH3:28]. (7) Given the product [F:12][C:7]1[CH:8]=[CH:9][CH:10]=[C:11]2[C:6]=1[N:5]=[C:4]([C:13]([OH:15])=[O:14])[CH:3]=[C:2]2[C:21]1[CH:22]=[CH:23][C:18]([F:17])=[CH:19][CH:20]=1, predict the reactants needed to synthesize it. The reactants are: Br[C:2]1[C:11]2[C:6](=[C:7]([F:12])[CH:8]=[CH:9][CH:10]=2)[N:5]=[C:4]([C:13]([O:15]C)=[O:14])[CH:3]=1.[F:17][C:18]1[CH:23]=[CH:22][C:21](B(O)O)=[CH:20][CH:19]=1.C([O-])([O-])=O.[Na+].[Na+].C(=O)([O-])O.[Na+]. (8) Given the product [Cl:1][C:2]1[CH:20]=[C:19]([F:21])[C:18]([N:22]2[C:27](=[O:28])[CH:26]=[C:25]([C:29]([F:32])([F:31])[F:30])[N:24]([CH3:33])[C:23]2=[O:34])=[CH:17][C:3]=1[O:4][C:5]1[C:6]([O:11][CH2:12][C:13]([O:15][CH2:16][CH2:41][CH2:42][CH2:43][CH3:44])=[O:14])=[N:7][CH:8]=[CH:9][CH:10]=1, predict the reactants needed to synthesize it. The reactants are: [Cl:1][C:2]1[CH:20]=[C:19]([F:21])[C:18]([N:22]2[C:27](=[O:28])[CH:26]=[C:25]([C:29]([F:32])([F:31])[F:30])[N:24]([CH3:33])[C:23]2=[O:34])=[CH:17][C:3]=1[O:4][C:5]1[C:6]([O:11][CH2:12][C:13]([O:15][CH3:16])=[O:14])=[N:7][CH:8]=[CH:9][CH:10]=1.C(=O)([O-])[O-].[Na+].[Na+].[CH2:41](O)[CH2:42][CH2:43][CH2:44]C. (9) Given the product [CH3:21][C:22]1[N:18]=[C:6]([C:5]2[CH:4]=[CH:3][C:2]([OH:1])=[CH:10][CH:9]=2)[O:8][N:24]=1, predict the reactants needed to synthesize it. The reactants are: [OH:1][C:2]1[CH:10]=[CH:9][C:5]([C:6]([OH:8])=O)=[CH:4][CH:3]=1.C([N:18]1[CH:22]=[CH:21]N=C1)(N1C=CN=C1)=O.O[NH:24]C(=O)C. (10) Given the product [CH3:1][N:2]1[C:6]([C:7]2[CH:8]=[C:9]([NH:13][C:14](=[O:27])[CH2:15][CH2:16][C:17]3[C:26]4[C:21](=[CH:22][CH:23]=[CH:24][CH:25]=4)[CH:20]=[CH:19][CH:18]=3)[CH:10]=[CH:11][CH:12]=2)=[CH:5][N:4]=[C:3]1[CH3:28], predict the reactants needed to synthesize it. The reactants are: [CH3:1][N:2]1[C:6]([C:7]2[CH:8]=[C:9]([NH:13][C:14](=[O:27])/[CH:15]=[CH:16]/[C:17]3[C:26]4[C:21](=[CH:22][CH:23]=[CH:24][CH:25]=4)[CH:20]=[CH:19][CH:18]=3)[CH:10]=[CH:11][CH:12]=2)=[CH:5][N:4]=[C:3]1[CH3:28].